From a dataset of Reaction yield outcomes from USPTO patents with 853,638 reactions. Predict the reaction yield, written as a fraction of the theoretical maximum amount of product (1.0 means a 100% yield; for example, 0.34 means a 34% yield). The product is [CH3:13][C:8]1[C:9]2[N:10]=[CH:11][NH:20][C:3](=[O:2])[C:5]=2[S:6][CH:7]=1. The yield is 0.720. No catalyst specified. The reactants are C[O:2][C:3]([C:5]1[S:6][CH:7]=[C:8]([CH3:13])[C:9]=1[NH:10][CH:11]=O)=O.C([O-])=O.[NH4+].C([NH2:20])=O.